This data is from Reaction yield outcomes from USPTO patents with 853,638 reactions. The task is: Predict the reaction yield, written as a fraction of the theoretical maximum amount of product (1.0 means a 100% yield; for example, 0.34 means a 34% yield). (1) The reactants are [I:1][C:2]1[CH:7]=[CH:6][C:5]([N:8]2[CH2:13][CH:12]3[CH2:14][CH:9]2[CH2:10][N:11]3C(OC(C)(C)C)=O)=[CH:4][CH:3]=1.O1CCOCC1.[ClH:28]. The catalyst is O1CCOCC1. The product is [ClH:28].[I:1][C:2]1[CH:3]=[CH:4][C:5]([N:8]2[CH2:13][CH:12]3[CH2:14][CH:9]2[CH2:10][NH:11]3)=[CH:6][CH:7]=1. The yield is 0.960. (2) The reactants are [CH2:1]([O:8][N:9]=[C:10]1[C:18]2([CH2:23][CH2:22][CH2:21][CH2:20][CH2:19]2)[C:17]2[C:12](=[CH:13][CH:14]=[C:15](Br)[CH:16]=2)[NH:11]1)[C:2]1[CH:7]=[CH:6][CH:5]=[CH:4][CH:3]=1.[F:25][C:26]1[CH:31]=[CH:30][C:29](B(O)O)=[CH:28][CH:27]=1.CCCCCC. The catalyst is C(OCC)(=O)C. The product is [CH2:1]([O:8][N:9]=[C:10]1[C:18]2([CH2:23][CH2:22][CH2:21][CH2:20][CH2:19]2)[C:17]2[C:12](=[CH:13][CH:14]=[C:15]([C:29]3[CH:30]=[CH:31][C:26]([F:25])=[CH:27][CH:28]=3)[CH:16]=2)[NH:11]1)[C:2]1[CH:7]=[CH:6][CH:5]=[CH:4][CH:3]=1. The yield is 0.670. (3) The reactants are C(NC(C)C)(C)C.C([Li])CCC.[CH2:13]([O:20][C:21]1[CH2:26][CH2:25][CH2:24][C:23](=[O:27])[CH:22]=1)[C:14]1[CH:19]=[CH:18][CH:17]=[CH:16][CH:15]=1.[CH2:28]1[O:38][C:31]2([CH2:36][CH2:35][C:34](=[O:37])[CH2:33][CH2:32]2)[O:30][CH2:29]1.[Cl-].[NH4+]. The catalyst is O1CCCC1.ClCCl. The product is [CH2:13]([O:20][C:21]1[CH2:26][CH2:25][CH:24]([C:34]2([OH:37])[CH2:35][CH2:36][C:31]3([O:38][CH2:28][CH2:29][O:30]3)[CH2:32][CH2:33]2)[C:23](=[O:27])[CH:22]=1)[C:14]1[CH:19]=[CH:18][CH:17]=[CH:16][CH:15]=1. The yield is 0.880. (4) The reactants are [CH3:1][C:2]1([CH3:17])[C:10]2[C:5](=[CH:6][C:7]([N+:11]([O-])=O)=[CH:8][CH:9]=2)[N:4]([C:14](=[O:16])[CH3:15])[CH2:3]1. The catalyst is CO.[Pd]. The product is [NH2:11][C:7]1[CH:6]=[C:5]2[C:10]([C:2]([CH3:17])([CH3:1])[CH2:3][N:4]2[C:14](=[O:16])[CH3:15])=[CH:9][CH:8]=1. The yield is 0.610. (5) The reactants are CN(C(ON1N=NC2C=CC=NC1=2)=[N+](C)C)C.F[P-](F)(F)(F)(F)F.[C:25]([O:29][C:30]([C:32]1[CH:33]=[CH:34][C:35]2[C:36]([CH:55]3[CH2:60][CH2:59][CH2:58][CH2:57][CH2:56]3)=[C:37]3[C:43]4[CH:44]=[CH:45][C:46]([O:48][CH3:49])=[CH:47][C:42]=4[CH:41]=[C:40]([C:50]([OH:52])=O)[CH2:39][N:38]3[C:53]=2[CH:54]=1)=[O:31])([CH3:28])([CH3:27])[CH3:26].Cl.Cl.[CH3:63][N:64]1[CH2:70][CH:69]2[NH:71][CH:66]([CH2:67][CH2:68]2)[CH2:65]1. The catalyst is CN(C=O)C.O. The product is [CH:55]1([C:36]2[C:35]3[CH:34]=[CH:33][C:32]([C:30]([O:29][C:25]([CH3:26])([CH3:27])[CH3:28])=[O:31])=[CH:54][C:53]=3[N:38]3[CH2:39][C:40]([C:50]([N:71]4[CH:66]5[CH2:67][CH2:68][CH:69]4[CH2:70][N:64]([CH3:63])[CH2:65]5)=[O:52])=[CH:41][C:42]4[CH:47]=[C:46]([O:48][CH3:49])[CH:45]=[CH:44][C:43]=4[C:37]=23)[CH2:56][CH2:57][CH2:58][CH2:59][CH2:60]1. The yield is 0.950. (6) The reactants are [Br:1][C:2]1[CH:3]=[C:4]([C@:8]2([CH2:27][F:28])[CH2:13][C@@H:12]([C:14]([F:17])([F:16])[F:15])[O:11][C:10]([NH:18]C(=O)C3C=CC=CC=3)=[N:9]2)[CH:5]=[CH:6][CH:7]=1.N1CCCN2CCCCCC=12. The catalyst is CO. The product is [Br:1][C:2]1[CH:3]=[C:4]([C@:8]2([CH2:27][F:28])[CH2:13][C@@H:12]([C:14]([F:17])([F:16])[F:15])[O:11][C:10]([NH2:18])=[N:9]2)[CH:5]=[CH:6][CH:7]=1. The yield is 0.540. (7) The reactants are Cl[C:2]1[N:7]=[CH:6][C:5]([C:8](=[O:10])[CH3:9])=[CH:4][CH:3]=1.[F:11][C:12]([F:16])([F:15])[CH2:13][SH:14]. The yield is 0.640. The product is [F:11][C:12]([F:16])([F:15])[CH2:13][S:14][C:2]1[N:7]=[CH:6][C:5]([C:8](=[O:10])[CH3:9])=[CH:4][CH:3]=1. No catalyst specified.